This data is from Forward reaction prediction with 1.9M reactions from USPTO patents (1976-2016). The task is: Predict the product of the given reaction. (1) Given the reactants [C:1](Cl)(C)=O.[CH3:5][O:6][CH2:7]OC.C(Cl)OC.[C:14]1([O-:20])[CH:19]=[CH:18][CH:17]=[CH:16][CH:15]=1.[Na+].[OH-].[Na+].O1[CH2:28][CH2:27][CH2:26]C1, predict the reaction product. The product is: [C:27]([C:15]1[CH:16]=[CH:17][CH:18]=[CH:19][C:14]=1[O:20][CH2:5][O:6][CH3:7])([CH3:26])([CH3:28])[CH3:1]. (2) Given the reactants Br[C:2]1[C:3]([CH3:14])=[N:4][C:5]([N:8]2[CH:12]=[C:11]([CH3:13])[N:10]=[N:9]2)=[CH:6][CH:7]=1.[F:15][C:16]1[CH:17]=[C:18]([N:31]2[CH2:35][C@H:34]([CH2:36][N:37]3[CH:41]=[CH:40][N:39]=[N:38]3)[O:33][C:32]2=[O:42])[CH:19]=[CH:20][C:21]=1B1OC(C)(C)C(C)(C)O1.C(=O)([O-])[O-].[K+].[K+], predict the reaction product. The product is: [F:15][C:16]1[CH:17]=[C:18]([N:31]2[CH2:35][C@H:34]([CH2:36][N:37]3[CH:41]=[CH:40][N:39]=[N:38]3)[O:33][C:32]2=[O:42])[CH:19]=[CH:20][C:21]=1[C:2]1[C:3]([CH3:14])=[N:4][C:5]([N:8]2[CH:12]=[C:11]([CH3:13])[N:10]=[N:9]2)=[CH:6][CH:7]=1. (3) Given the reactants C[O:2][C:3](=[O:33])[C:4]1[C:9]([O:10][C:11]2[CH:16]=[CH:15][CH:14]=[CH:13][CH:12]=2)=[CH:8][N:7]=[C:6]([C:17](=[O:32])[C:18]2[CH:23]=[CH:22][C:21]([NH:24][C:25]3[CH:30]=[CH:29][C:28]([Cl:31])=[CH:27][CH:26]=3)=[CH:20][CH:19]=2)[CH:5]=1.[CH:34]1([CH2:37]Br)[CH2:36][CH2:35]1, predict the reaction product. The product is: [Cl:31][C:28]1[CH:27]=[CH:26][C:25]([N:24]([CH2:37][CH:34]2[CH2:36][CH2:35]2)[C:21]2[CH:20]=[CH:19][C:18]([C:17]([C:6]3[CH:5]=[C:4]([C:9]([O:10][C:11]4[CH:12]=[CH:13][CH:14]=[CH:15][CH:16]=4)=[CH:8][N:7]=3)[C:3]([OH:2])=[O:33])=[O:32])=[CH:23][CH:22]=2)=[CH:30][CH:29]=1. (4) Given the reactants [Cl:1][C:2]1[C:7]([C:8]2[N:12]([S:13]([C:16]3[CH:21]=[CH:20][CH:19]=[CH:18][CH:17]=3)(=[O:15])=[O:14])[CH:11]=[C:10]([CH2:22][N:23](C)[C:24](=O)[O:25][C:26]([CH3:29])(C)C)[C:9]=2[F:32])=[CH:6][CH:5]=[CH:4][N:3]=1.[C:33]([O:36]CC)(=[O:35])[CH3:34].Cl.C([OH:42])C, predict the reaction product. The product is: [C:26]([OH:25])(=[O:42])/[CH:29]=[CH:34]/[C:33]([OH:36])=[O:35].[Cl:1][C:2]1[C:7]([C:8]2[N:12]([S:13]([C:16]3[CH:21]=[CH:20][CH:19]=[CH:18][CH:17]=3)(=[O:15])=[O:14])[CH:11]=[C:10]([CH2:22][NH:23][CH3:24])[C:9]=2[F:32])=[CH:6][CH:5]=[CH:4][N:3]=1. (5) Given the reactants [C:1]([O:5][C:6](=[O:20])[CH2:7][O:8][C:9]1[CH:10]=[C:11]([CH:16]=[CH:17][C:18]=1[Cl:19])[C:12]([O:14]C)=[O:13])([CH3:4])([CH3:3])[CH3:2].C(O)(C)(C)C, predict the reaction product. The product is: [C:1]([O:5][C:6](=[O:20])[CH2:7][O:8][C:9]1[CH:10]=[C:11]([CH:16]=[CH:17][C:18]=1[Cl:19])[C:12]([OH:14])=[O:13])([CH3:4])([CH3:2])[CH3:3]. (6) Given the reactants [F:1][C:2]1[CH:3]=[C:4]2[N:10]([CH2:11][CH:12]=C)[C:9](=[O:14])[S:8][C:5]2=[N:6][CH:7]=1.CO.[O:17]=[O+][O-].CSC, predict the reaction product. The product is: [F:1][C:2]1[CH:3]=[C:4]2[N:10]([CH2:11][CH:12]=[O:17])[C:9](=[O:14])[S:8][C:5]2=[N:6][CH:7]=1. (7) The product is: [CH3:1][N:2]1[CH2:15][CH2:14][C:5]2[N:6]([CH2:21][C:19]([C:22]3[CH:31]=[C:26]([C:27]([OH:29])=[O:28])[CH:25]=[N:24][CH:23]=3)([OH:20])[CH3:18])[C:7]3[CH:8]=[CH:9][C:10]([CH3:13])=[CH:11][C:12]=3[C:4]=2[CH2:3]1. Given the reactants [CH3:1][N:2]1[CH2:15][CH2:14][C:5]2[NH:6][C:7]3[CH:8]=[CH:9][C:10]([CH3:13])=[CH:11][C:12]=3[C:4]=2[CH2:3]1.[H-].[Na+].[CH3:18][C:19]1([C:22]2[CH:23]=[N:24][CH:25]=[C:26]([CH:31]=2)[C:27]([O:29]C)=[O:28])[CH2:21][O:20]1, predict the reaction product. (8) Given the reactants [CH3:1][N:2]1[CH2:7][CH2:6][CH:5]([NH:8][C:9]([C:11]2[C:12]([C:24]3[S:25][C:26]4[CH2:32][CH2:31][CH2:30][CH2:29][C:27]=4[N:28]=3)=[N:13][N:14](COCC[Si](C)(C)C)[CH:15]=2)=[O:10])[CH2:4][CH2:3]1.FC(F)(F)C(O)=O.CO.[OH-].[NH4+], predict the reaction product. The product is: [CH3:1][N:2]1[CH2:7][CH2:6][CH:5]([NH:8][C:9]([C:11]2[C:12]([C:24]3[S:25][C:26]4[CH2:32][CH2:31][CH2:30][CH2:29][C:27]=4[N:28]=3)=[N:13][NH:14][CH:15]=2)=[O:10])[CH2:4][CH2:3]1. (9) Given the reactants [H-].[Na+].[O:3]=[C:4]1[CH2:9][CH2:8][N:7]([C:10]2[CH:23]=[CH:22][C:13]([CH2:14][CH:15]3[S:19][C:18](=[O:20])[NH:17][C:16]3=[O:21])=[CH:12][CH:11]=2)[CH2:6][CH2:5]1.CN(C=O)C.Br[CH2:30][C:31]([O:33][CH2:34][CH3:35])=[O:32], predict the reaction product. The product is: [O:20]=[C:18]1[N:17]([CH2:30][C:31]([O:33][CH2:34][CH3:35])=[O:32])[C:16](=[O:21])[CH:15]([CH2:14][C:13]2[CH:12]=[CH:11][C:10]([N:7]3[CH2:8][CH2:9][C:4](=[O:3])[CH2:5][CH2:6]3)=[CH:23][CH:22]=2)[S:19]1.